From a dataset of NCI-60 drug combinations with 297,098 pairs across 59 cell lines. Regression. Given two drug SMILES strings and cell line genomic features, predict the synergy score measuring deviation from expected non-interaction effect. Drug 1: C1=CC=C(C=C1)NC(=O)CCCCCCC(=O)NO. Drug 2: CC1=C(C(=CC=C1)Cl)NC(=O)C2=CN=C(S2)NC3=CC(=NC(=N3)C)N4CCN(CC4)CCO. Cell line: MALME-3M. Synergy scores: CSS=15.6, Synergy_ZIP=-1.36, Synergy_Bliss=3.19, Synergy_Loewe=4.66, Synergy_HSA=3.45.